This data is from Reaction yield outcomes from USPTO patents with 853,638 reactions. The task is: Predict the reaction yield, written as a fraction of the theoretical maximum amount of product (1.0 means a 100% yield; for example, 0.34 means a 34% yield). (1) The reactants are [CH2:1]([NH2:8])[C:2]1[CH:7]=[CH:6][CH:5]=[CH:4][CH:3]=1.C(O)(=O)C.C([BH3-])#N.[Na+].[Cl:17][C:18]1[N:19]=[C:20]([C:25]([NH:27][CH:28]2[CH2:33][CH2:32][N:31]([C:34]([O:36][C:37]([CH3:40])([CH3:39])[CH3:38])=[O:35])[CH2:30][C:29]2=O)=[O:26])[NH:21][C:22]=1[CH2:23][CH3:24]. The catalyst is O1CCCC1.CO. The product is [CH2:1]([NH:8][C@H:29]1[C@H:28]([NH:27][C:25]([C:20]2[NH:21][C:22]([CH2:23][CH3:24])=[C:18]([Cl:17])[N:19]=2)=[O:26])[CH2:33][CH2:32][N:31]([C:34]([O:36][C:37]([CH3:38])([CH3:40])[CH3:39])=[O:35])[CH2:30]1)[C:2]1[CH:7]=[CH:6][CH:5]=[CH:4][CH:3]=1. The yield is 0.410. (2) The catalyst is CO.Cl. The product is [CH:1]([C:4]1[C:8]2[CH:9]=[CH:10][C:11]([C:13]([F:14])([F:15])[F:16])=[CH:12][C:7]=2[S:6][C:5]=1[CH2:17][CH2:18][C:19]1[C:23]2[CH:24]=[C:25]([CH3:33])[C:26]([CH2:28][CH2:29][C:30]([OH:32])=[O:31])=[CH:27][C:22]=2[O:21][N:20]=1)([CH3:3])[CH3:2]. The reactants are [CH:1]([C:4]1[C:8]2[CH:9]=[CH:10][C:11]([C:13]([F:16])([F:15])[F:14])=[CH:12][C:7]=2[S:6][C:5]=1[CH2:17][CH2:18][C:19]1[C:23]2[CH:24]=[C:25]([CH3:33])[C:26]([CH:28]=[CH:29][C:30]([OH:32])=[O:31])=[CH:27][C:22]=2[O:21][N:20]=1)([CH3:3])[CH3:2].O.NN. The yield is 0.780. (3) The reactants are [C:1]([C:5]1[CH:6]=[C:7]([C:15]2[N:19]([C:20]3[CH:25]=[CH:24][C:23]([C:26]([N:28]4[CH2:33][CH2:32][N:31]([CH3:34])[CH2:30][CH2:29]4)=[O:27])=[CH:22][CH:21]=3)[N:18]=[C:17]([C:35]3[CH:44]=[CH:43][C:38]([C:39]([O:41]C)=[O:40])=[CH:37][CH:36]=3)[CH:16]=2)[CH:8]=[C:9]([S:11][CH:12]([CH3:14])[CH3:13])[CH:10]=1)([CH3:4])([CH3:3])[CH3:2].[OH-].[Li+].Cl. The catalyst is C1COCC1.CO. The product is [C:1]([C:5]1[CH:6]=[C:7]([C:15]2[N:19]([C:20]3[CH:21]=[CH:22][C:23]([C:26]([N:28]4[CH2:29][CH2:30][N:31]([CH3:34])[CH2:32][CH2:33]4)=[O:27])=[CH:24][CH:25]=3)[N:18]=[C:17]([C:35]3[CH:44]=[CH:43][C:38]([C:39]([OH:41])=[O:40])=[CH:37][CH:36]=3)[CH:16]=2)[CH:8]=[C:9]([S:11][CH:12]([CH3:14])[CH3:13])[CH:10]=1)([CH3:3])([CH3:4])[CH3:2]. The yield is 0.850. (4) The reactants are [H-].[Al+3].[Li+].[H-].[H-].[H-].[Cl-].[Al+3].[Cl-].[Cl-].[CH3:11][N:12]([CH3:47])[C:13]1[CH:18]=[CH:17][C:16]([C:19]2[C:24]3[C:25](=O)[C:26]([CH3:29])([CH3:28])[O:27][C:23]=3[C:22]([CH3:31])=[C:21]([CH3:32])[C:20]=2[N:33]2[CH2:38][CH2:37][N:36]([C:39]3[CH:44]=[CH:43][C:42]([O:45][CH3:46])=[CH:41][CH:40]=3)[CH2:35][CH2:34]2)=[CH:15][CH:14]=1.[OH-].[Na+]. The catalyst is O.C1COCC1. The product is [CH3:46][O:45][C:42]1[CH:41]=[CH:40][C:39]([N:36]2[CH2:35][CH2:34][N:33]([C:20]3[C:21]([CH3:32])=[C:22]([CH3:31])[C:23]4[O:27][C:26]([CH3:29])([CH3:28])[CH2:25][C:24]=4[C:19]=3[C:16]3[CH:15]=[CH:14][C:13]([N:12]([CH3:11])[CH3:47])=[CH:18][CH:17]=3)[CH2:38][CH2:37]2)=[CH:44][CH:43]=1. The yield is 0.690. (5) The reactants are [CH2:1]([O:8][C:9](=[O:22])[NH:10][C:11]1[CH:16]=[CH:15][CH:14]=[C:13]([C:17]2O[CH:19]=[N:20][N:21]=2)[CH:12]=1)[C:2]1[CH:7]=[CH:6][CH:5]=[CH:4][CH:3]=1.[CH:23]1([NH2:26])[CH2:25][CH2:24]1.FC(F)(F)C(O)=O. The catalyst is C(O)CCC. The product is [CH2:1]([O:8][C:9](=[O:22])[NH:10][C:11]1[CH:16]=[CH:15][CH:14]=[C:13]([C:17]2[N:26]([CH:23]3[CH2:25][CH2:24]3)[CH:19]=[N:20][N:21]=2)[CH:12]=1)[C:2]1[CH:7]=[CH:6][CH:5]=[CH:4][CH:3]=1. The yield is 0.310. (6) The reactants are [NH:1]1[C:9]2[C:4](=[CH:5][CH:6]=[CH:7][C:8]=2[C:10]([OH:12])=O)[CH:3]=[CH:2]1.CN(C(ON1N=NC2C=CC=CC1=2)=[N+](C)C)C.[B-](F)(F)(F)F.C(N(CC)C(C)C)(C)C.[C:44]([C:48]1[CH:64]=[CH:63][C:51]([CH2:52][NH:53][CH2:54][CH2:55][C:56]2[CH:61]=[CH:60][C:59]([Cl:62])=[CH:58][CH:57]=2)=[CH:50][CH:49]=1)([CH3:47])([CH3:46])[CH3:45]. The catalyst is CN(C=O)C.O. The product is [C:44]([C:48]1[CH:64]=[CH:63][C:51]([CH2:52][N:53]([CH2:54][CH2:55][C:56]2[CH:61]=[CH:60][C:59]([Cl:62])=[CH:58][CH:57]=2)[C:10]([C:8]2[CH:7]=[CH:6][CH:5]=[C:4]3[C:9]=2[NH:1][CH:2]=[CH:3]3)=[O:12])=[CH:50][CH:49]=1)([CH3:47])([CH3:45])[CH3:46]. The yield is 0.860. (7) The reactants are [N:1]([C@:4]12[CH2:39][CH2:38][C@@H:37]([C:40]([CH3:42])=[CH2:41])[C@@H:5]1[C@@H:6]1[C@@:19]([CH3:22])([CH2:20][CH2:21]2)[C@@:18]2([CH3:23])[C@@H:9]([C@:10]3([CH3:36])[C@@H:15]([CH2:16][CH2:17]2)[C:14]([CH3:25])([CH3:24])[C:13]([C:26]2[CH:35]=[CH:34][C:29]([C:30]([O:32]C)=[O:31])=[CH:28][CH:27]=2)=[CH:12][CH2:11]3)[CH2:8][CH2:7]1)=[C:2]=[O:3].CN(C)CCNC(=O)N[C@]12CC[C@@H](C(C)=C)[C@@H]1[C@@H]1[C@@](C)(CC2)[C@@]2(C)[C@@H]([C@]3(C)[C@@H](CC2)C(C)(C)C(C2C=CC(C(O)=O)=CC=2)=CC3)CC1.[CH3:90][C:91]([N:95]1[CH2:100][CH2:99][O:98][CH2:97][CH2:96]1)([CH3:94])[CH2:92][NH2:93]. No catalyst specified. The product is [CH3:22][C@:19]12[C@@:18]3([CH3:23])[C@@H:9]([C@:10]4([CH3:36])[C@@H:15]([CH2:16][CH2:17]3)[C:14]([CH3:24])([CH3:25])[C:13]([C:26]3[CH:27]=[CH:28][C:29]([C:30]([OH:32])=[O:31])=[CH:34][CH:35]=3)=[CH:12][CH2:11]4)[CH2:8][CH2:7][C@@H:6]1[C@H:5]1[C@H:37]([C:40]([CH3:42])=[CH2:41])[CH2:38][CH2:39][C@:4]1([NH:1][C:2]([NH:93][CH2:92][C:91]([CH3:90])([N:95]1[CH2:96][CH2:97][O:98][CH2:99][CH2:100]1)[CH3:94])=[O:3])[CH2:21][CH2:20]2. The yield is 0.200. (8) The reactants are [C:1]([C:3]1([C:9]2[CH:14]=[CH:13][C:12]([NH:15][C:16]([C:18]3[N:19](COCC[Si](C)(C)C)[CH:20]=[C:21]([C:23]#[N:24])[N:22]=3)=[O:17])=[C:11]([C:33]3[CH2:38][CH2:37][C:36]([CH3:40])([CH3:39])[CH2:35][CH:34]=3)[CH:10]=2)[CH2:8][CH2:7][CH2:6][CH2:5][CH2:4]1)#[N:2].C(O)(C(F)(F)F)=O. The catalyst is C(Cl)Cl.CCO. The product is [C:1]([C:3]1([C:9]2[CH:14]=[CH:13][C:12]([NH:15][C:16]([C:18]3[NH:19][CH:20]=[C:21]([C:23]#[N:24])[N:22]=3)=[O:17])=[C:11]([C:33]3[CH2:38][CH2:37][C:36]([CH3:40])([CH3:39])[CH2:35][CH:34]=3)[CH:10]=2)[CH2:4][CH2:5][CH2:6][CH2:7][CH2:8]1)#[N:2]. The yield is 0.430.